The task is: Predict the product of the given reaction.. This data is from Forward reaction prediction with 1.9M reactions from USPTO patents (1976-2016). (1) Given the reactants C([O:5][C:6](=[O:16])[CH2:7][C@@H:8]([CH2:12][CH2:13][CH2:14][CH3:15])[C:9]([OH:11])=O)(C)(C)C.[F:17][C@H:18]1[CH2:22][NH:21][C@H:20]([C:23]2[NH:27][C:26]3[CH:28]=[CH:29][CH:30]=[CH:31][C:25]=3[N:24]=2)[CH2:19]1, predict the reaction product. The product is: [NH:24]1[C:25]2[CH:31]=[CH:30][CH:29]=[CH:28][C:26]=2[N:27]=[C:23]1[CH:20]1[CH2:19][CH:18]([F:17])[CH2:22][N:21]1[C:9]([CH:8]([CH2:12][CH2:13][CH2:14][CH3:15])[CH2:7][C:6]([OH:5])=[O:16])=[O:11]. (2) The product is: [F:14][C:15]1[CH:16]=[C:17]([CH:18]=[CH:19][CH:20]=1)[O:21][C:2]1[N:6]([CH3:7])[N:5]=[C:4]([C:8]([F:11])([F:10])[F:9])[C:3]=1[C:12]([OH:13])=[O:23]. Given the reactants Cl[C:2]1[N:6]([CH3:7])[N:5]=[C:4]([C:8]([F:11])([F:10])[F:9])[C:3]=1[CH:12]=[O:13].[F:14][C:15]1[CH:16]=[C:17]([OH:21])[CH:18]=[CH:19][CH:20]=1.C(=O)([O-])[O-:23].[K+].[K+], predict the reaction product.